From a dataset of Reaction yield outcomes from USPTO patents with 853,638 reactions. Predict the reaction yield, written as a fraction of the theoretical maximum amount of product (1.0 means a 100% yield; for example, 0.34 means a 34% yield). (1) The reactants are [CH3:1][C:2](=[O:7])[CH2:3][C:4](=[O:6])[CH3:5].[OH:8][C:9]1[CH:16]=[CH:15][C:12]([CH:13]=O)=[CH:11][C:10]=1[O:17][CH3:18].B([O:20][CH2:21][CH2:22][CH2:23]C)([O:20][CH2:21][CH2:22][CH2:23]C)[O:20][CH2:21][CH2:22][CH2:23]C.[CH2:35](N)[CH2:36][CH2:37][CH3:38].Cl.[C:41](OCC)(=[O:43])C. No catalyst specified. The product is [OH:8][C:9]1[CH:16]=[CH:15][C:12]([CH:13]=[CH:1][C:2](=[O:7])[CH2:3][C:4](=[O:6])[CH:5]=[CH:38][C:37]2[CH:23]=[CH:22][C:21]([OH:20])=[C:35]([O:43][CH3:41])[CH:36]=2)=[CH:11][C:10]=1[O:17][CH3:18]. The yield is 0.770. (2) The reactants are [Cl:1][C:2]1[C:3]2[CH:10]=[CH:9][N:8]([C@@H:11]3[O:26][C@H:25]([CH2:27][O:28][CH2:29][C:30]4[CH:35]=[CH:34][C:33]([Cl:36])=[CH:32][C:31]=4[Cl:37])[C@@H:14]([O:15][CH2:16][C:17]4[CH:22]=[CH:21][C:20]([Cl:23])=[CH:19][C:18]=4[Cl:24])[C@@:12]3([CH3:38])[OH:13])[C:4]=2[N:5]=[CH:6][N:7]=1.[CH3:39]I.[H-].[Na+].[Cl-].[NH4+]. The catalyst is C1COCC1.ClCCl. The product is [Cl:1][C:2]1[C:3]2[CH:10]=[CH:9][N:8]([C@@H:11]3[O:26][C@H:25]([CH2:27][O:28][CH2:29][C:30]4[CH:35]=[CH:34][C:33]([Cl:36])=[CH:32][C:31]=4[Cl:37])[C@@H:14]([O:15][CH2:16][C:17]4[CH:22]=[CH:21][C:20]([Cl:23])=[CH:19][C:18]=4[Cl:24])[C@@:12]3([CH3:38])[O:13][CH3:39])[C:4]=2[N:5]=[CH:6][N:7]=1. The yield is 0.669. (3) The reactants are [NH2:1][CH2:2][C:3]1[CH:8]=[CH:7][C:6]([C:9]2[S:13][CH:12]=[N:11][C:10]=2[CH3:14])=[CH:5][C:4]=1[OH:15].[C:16]([O:20][C:21]([N:23]1[CH2:27][C@H:26]([OH:28])[CH2:25][C@H:24]1[C:29](O)=[O:30])=[O:22])([CH3:19])([CH3:18])[CH3:17].CCN(C(C)C)C(C)C.CN(C(ON1N=NC2C=CC=NC1=2)=[N+](C)C)C.F[P-](F)(F)(F)(F)F.C(=O)(O)[O-].[Na+]. The catalyst is CN(C=O)C. The product is [OH:28][C@H:26]1[CH2:27][N:23]([C:21]([O:20][C:16]([CH3:17])([CH3:18])[CH3:19])=[O:22])[C@H:24]([C:29](=[O:30])[NH:1][CH2:2][C:3]2[CH:8]=[CH:7][C:6]([C:9]3[S:13][CH:12]=[N:11][C:10]=3[CH3:14])=[CH:5][C:4]=2[OH:15])[CH2:25]1. The yield is 0.800. (4) The reactants are F[C:2]1[C:7]([C:8]2[N:16]=[C:15]([CH3:17])[N:14]=[C:13]3[C:9]=2[N:10]=[CH:11][N:12]3[CH:18]2[CH2:23][CH2:22][CH2:21][CH2:20][O:19]2)=[CH:6][C:5]([CH2:24][O:25][CH2:26][C:27]2[CH:32]=[CH:31][C:30]([O:33][CH3:34])=[CH:29][CH:28]=2)=[CH:4][N:3]=1.[O:35]1[CH2:40][CH2:39][CH2:38][CH2:37][CH:36]1[N:41]1[C:49]2[CH:48]=[CH:47][CH:46]=[C:45]([NH2:50])[C:44]=2[CH:43]=[N:42]1.[Li+].C[Si]([N-][Si](C)(C)C)(C)C. The catalyst is C1COCC1. The product is [CH3:34][O:33][C:30]1[CH:31]=[CH:32][C:27]([CH2:26][O:25][CH2:24][C:5]2[CH:6]=[C:7]([C:8]3[N:16]=[C:15]([CH3:17])[N:14]=[C:13]4[C:9]=3[N:10]=[CH:11][N:12]4[CH:18]3[CH2:23][CH2:22][CH2:21][CH2:20][O:19]3)[C:2]([NH:50][C:45]3[C:44]4[CH:43]=[N:42][N:41]([CH:36]5[CH2:37][CH2:38][CH2:39][CH2:40][O:35]5)[C:49]=4[CH:48]=[CH:47][CH:46]=3)=[N:3][CH:4]=2)=[CH:28][CH:29]=1. The yield is 0.430.